This data is from Forward reaction prediction with 1.9M reactions from USPTO patents (1976-2016). The task is: Predict the product of the given reaction. Given the reactants [F:1][C:2]1[CH:19]=[CH:18][C:5]([CH2:6][O:7][C:8]([N:10]2[CH2:15][CH2:14][CH:13]([CH2:16][NH2:17])[CH2:12][CH2:11]2)=[O:9])=[CH:4][CH:3]=1.Cl[C:21]1[N:26]=[CH:25][C:24]([F:27])=[CH:23][N:22]=1.C(N(CC)CC)C, predict the reaction product. The product is: [F:1][C:2]1[CH:19]=[CH:18][C:5]([CH2:6][O:7][C:8]([N:10]2[CH2:15][CH2:14][CH:13]([CH2:16][NH:17][C:21]3[N:26]=[CH:25][C:24]([F:27])=[CH:23][N:22]=3)[CH2:12][CH2:11]2)=[O:9])=[CH:4][CH:3]=1.